Dataset: Catalyst prediction with 721,799 reactions and 888 catalyst types from USPTO. Task: Predict which catalyst facilitates the given reaction. (1) Reactant: FC(F)(F)C(O)=O.[CH3:8][CH:9]1[N:16](C(OC(C)(C)C)=O)[CH2:15][C:12]2([CH2:14][CH2:13]2)[NH:11][C:10]1=[O:24]. Product: [CH3:8][CH:9]1[NH:16][CH2:15][C:12]2([CH2:14][CH2:13]2)[NH:11][C:10]1=[O:24]. The catalyst class is: 4. (2) Reactant: CN(C(ON1N=NC2C=CC=CC1=2)=[N+](C)C)C.F[P-](F)(F)(F)(F)F.[F:25][C:26]1[CH:27]=[C:28]([C:32]2[N:37]=[CH:36][C:35]([C:38]([NH:40][C@H:41]3[CH2:45][CH2:44][C@@H:43]([C:46]([OH:48])=O)[CH2:42]3)=[O:39])=[CH:34][CH:33]=2)[CH:29]=[CH:30][CH:31]=1.C(N(CC)CC)C.[N:56]1(C(O)=O)[CH2:61][CH2:60][NH:59][CH2:58][CH2:57]1. Product: [F:25][C:26]1[CH:27]=[C:28]([C:32]2[CH:33]=[CH:34][C:35]([C:38]([NH:40][C@H:41]3[CH2:45][CH2:44][C@@H:43]([C:46]([N:56]4[CH2:61][CH2:60][NH:59][CH2:58][CH2:57]4)=[O:48])[CH2:42]3)=[O:39])=[CH:36][N:37]=2)[CH:29]=[CH:30][CH:31]=1. The catalyst class is: 42. (3) Reactant: [Br:1][C:2]1[CH:3]=[C:4]([CH:8]([C:10]2[CH:15]=[CH:14][CH:13]=[CH:12][CH:11]=2)O)[CH:5]=[CH:6][CH:7]=1.[H-].[Al+3].[Li+].[H-].[H-].[H-].[Cl-].[Al+3].[Cl-].[Cl-]. Product: [CH2:8]([C:4]1[CH:5]=[CH:6][CH:7]=[C:2]([Br:1])[CH:3]=1)[C:10]1[CH:11]=[CH:12][CH:13]=[CH:14][CH:15]=1. The catalyst class is: 385. (4) Reactant: [CH3:1][O:2][C:3]1[C:4]([CH2:15]O)=[N:5][CH:6]=[C:7]([C:9]2[CH:14]=[CH:13][CH:12]=[CH:11][CH:10]=2)[N:8]=1.O=S(Cl)[Cl:19]. Product: [Cl:19][CH2:15][C:4]1[C:3]([O:2][CH3:1])=[N:8][C:7]([C:9]2[CH:14]=[CH:13][CH:12]=[CH:11][CH:10]=2)=[CH:6][N:5]=1. The catalyst class is: 2. (5) Reactant: [CH:1]([O-:5])([O-])[O:2][CH3:3].F[C:7](F)(C(F)F)COC1C=CC(C(NCCOC2C=CC(CC(OC3C=CC(C(C)C)=CC=3)C(O)=O)=CC=2)=O)=CN=1.C([C:49]1[CH:54]=[CH:53][C:52]([C:55]2[CH:60]=[CH:59][C:58]([C:61]([O:63][CH3:64])=[O:62])=[CH:57][CH:56]=2)=[CH:51][CH:50]=1)=O. Product: [CH3:7][O:5][CH:1]([O:2][CH3:3])[C:49]1[CH:50]=[CH:51][C:52]([C:55]2[CH:56]=[CH:57][C:58]([C:61]([O:63][CH3:64])=[O:62])=[CH:59][CH:60]=2)=[CH:53][CH:54]=1. The catalyst class is: 5. (6) Reactant: [Cl:1][C:2]1[CH:3]=[CH:4][C:5]2[O:9][C:8](B(O)O)=[CH:7][C:6]=2[CH:13]=1.I[C:15]1[CH:20]=[CH:19][C:18]([O:21][CH3:22])=[CH:17][CH:16]=1.C(=O)([O-])[O-].[Na+].[Na+]. Product: [Cl:1][C:2]1[CH:3]=[CH:4][C:5]2[O:9][C:8]([C:15]3[CH:20]=[CH:19][C:18]([O:21][CH3:22])=[CH:17][CH:16]=3)=[CH:7][C:6]=2[CH:13]=1. The catalyst class is: 276. (7) Reactant: [CH:1]([N:4]([CH3:35])[C@@H:5]1[CH2:10][CH2:9][C@H:8]([N:11]2[CH2:15][CH2:14][C@H:13]([NH:16]C(=O)OCC3C=CC=CC=3)[C:12]2=[O:27])[C@H:7]([CH2:28][S:29]([CH:32]([CH3:34])[CH3:33])(=[O:31])=[O:30])[CH2:6]1)([CH3:3])[CH3:2].Br.CC(O)=O. Product: [NH2:16][C@H:13]1[CH2:14][CH2:15][N:11]([C@H:8]2[CH2:9][CH2:10][C@@H:5]([N:4]([CH:1]([CH3:3])[CH3:2])[CH3:35])[CH2:6][C@H:7]2[CH2:28][S:29]([CH:32]([CH3:34])[CH3:33])(=[O:31])=[O:30])[C:12]1=[O:27]. The catalyst class is: 28. (8) Reactant: Cl.Cl.[Cl:3][C:4]1[C:9]2[N:10]([C:16]3[CH:21]=[CH:20][CH:19]=[CH:18][CH:17]=3)[C:11]([C@@H:13]([NH2:15])[CH3:14])=[N:12][C:8]=2[CH:7]=[CH:6][C:5]=1[F:22].Cl[C:24]1[N:32]=[CH:31][N:30]=[C:29]2[C:25]=1[N:26]=[CH:27][N:28]2[CH:33]1[CH2:38][CH2:37][CH2:36][CH2:35][O:34]1.CCN(C(C)C)C(C)C. Product: [Cl:3][C:4]1[C:9]2[N:10]([C:16]3[CH:17]=[CH:18][CH:19]=[CH:20][CH:21]=3)[C:11]([C@@H:13]([NH:15][C:24]3[N:32]=[CH:31][N:30]=[C:29]4[C:25]=3[N:26]=[CH:27][N:28]4[CH:33]3[CH2:38][CH2:37][CH2:36][CH2:35][O:34]3)[CH3:14])=[N:12][C:8]=2[CH:7]=[CH:6][C:5]=1[F:22]. The catalyst class is: 51. (9) Reactant: [C:1]([C:3]1[CH:8]=[CH:7][C:6]([C:9]2[CH:10]=[C:11]([NH:15][CH2:16][C:17]3[CH:18]=[N:19][CH:20]=[CH:21][CH:22]=3)[CH:12]=[CH:13][CH:14]=2)=[CH:5][CH:4]=1)#[N:2].[F:23][C:24]([F:31])([F:30])[CH2:25][S:26](Cl)(=[O:28])=[O:27]. Product: [C:1]([C:3]1[CH:4]=[CH:5][C:6]([C:9]2[CH:10]=[C:11]([N:15]([CH2:16][C:17]3[CH:18]=[N:19][CH:20]=[CH:21][CH:22]=3)[S:26]([CH2:25][C:24]([F:31])([F:30])[F:23])(=[O:28])=[O:27])[CH:12]=[CH:13][CH:14]=2)=[CH:7][CH:8]=1)#[N:2]. The catalyst class is: 268. (10) The catalyst class is: 29. Reactant: [CH:1]([C:3]1[O:7][CH:6]=[C:5](B(O)O)[CH:4]=1)=[O:2].C(=O)([O-])[O-].[Na+].[Na+].Br[C:18]1[CH:25]=[CH:24][C:21]([C:22]#[N:23])=[C:20]([C:26]([F:29])([F:28])[F:27])[CH:19]=1. Product: [CH:1]([C:3]1[O:7][C:6]([C:18]2[CH:25]=[CH:24][C:21]([C:22]#[N:23])=[C:20]([C:26]([F:27])([F:29])[F:28])[CH:19]=2)=[CH:5][CH:4]=1)=[O:2].